Dataset: Peptide-MHC class I binding affinity with 185,985 pairs from IEDB/IMGT. Task: Regression. Given a peptide amino acid sequence and an MHC pseudo amino acid sequence, predict their binding affinity value. This is MHC class I binding data. The peptide sequence is AVEGGLYPV. The MHC is SLA-10401 with pseudo-sequence SLA-10401. The binding affinity (normalized) is 0.566.